This data is from Reaction yield outcomes from USPTO patents with 853,638 reactions. The task is: Predict the reaction yield, written as a fraction of the theoretical maximum amount of product (1.0 means a 100% yield; for example, 0.34 means a 34% yield). The yield is 0.690. The catalyst is C1C=CC(/C=C/C(/C=C/C2C=CC=CC=2)=O)=CC=1.C1C=CC(/C=C/C(/C=C/C2C=CC=CC=2)=O)=CC=1.C1C=CC(/C=C/C(/C=C/C2C=CC=CC=2)=O)=CC=1.[Pd].[Pd].CCCCCC.CC(C)=O. The product is [CH2:3]([O:5][C@H:6]1[C@H:7]([CH3:43])[O:8][C:9](=[O:42])[C@@H:10]([NH:23][C:24]([C:26]2[C:31]([O:32][CH2:33][C:34]3[CH:35]=[CH:36][CH:37]=[CH:38][CH:39]=3)=[C:30]([O:40][CH3:41])[CH:29]=[CH:28][N:27]=2)=[O:25])[CH2:11][O:12][C:13](=[O:22])[C@@H:14]1[CH2:15][C:16]1[CH:17]=[CH:18][CH:19]=[CH:20][CH:21]=1)[CH:2]=[CH2:1]. The reactants are [CH3:1][CH:2](C)[C:3]([O:5][C@@H:6]1[C@@H:14]([CH2:15][C:16]2[CH:21]=[CH:20][CH:19]=[CH:18][CH:17]=2)[C:13](=[O:22])[O:12][CH2:11][C@H:10]([NH:23][C:24]([C:26]2[C:31]([O:32][CH2:33][C:34]3[CH:39]=[CH:38][CH:37]=[CH:36][CH:35]=3)=[C:30]([O:40][CH3:41])[CH:29]=[CH:28][N:27]=2)=[O:25])[C:9](=[O:42])[O:8][C@H:7]1[CH3:43])=O.C1C=CC(P(C2C=CC=CC=2)CCCCP(C2C=CC=CC=2)C2C=CC=CC=2)=CC=1.